Task: Predict which catalyst facilitates the given reaction.. Dataset: Catalyst prediction with 721,799 reactions and 888 catalyst types from USPTO (1) Reactant: [C:1]([C:3]1[CH:8]=[CH:7][CH:6]=[CH:5][C:4]=1[C:9]#[N:10])#[N:2].[NH2:11][C:12]1[CH:17]=[CH:16][CH:15]=[CH:14][N:13]=1.[Cl-].[Cl-].[Ca+2]. Product: [N:13]1[CH:14]=[CH:15][CH:16]=[CH:17][C:12]=1[N:2]=[C:1]1[C:3]2[C:4](=[CH:5][CH:6]=[CH:7][CH:8]=2)[C:9](=[N:11][C:12]2[CH:17]=[CH:16][CH:15]=[CH:14][N:13]=2)[NH:10]1. The catalyst class is: 51. (2) Product: [CH2:1]1[C:9]2[CH:8]=[C:7]([CH:10]=[O:11])[N:6]=[CH:5][C:4]=2[CH2:3][O:2]1. Reactant: [CH2:1]1[C:9]2[CH:8]=[C:7]([CH2:10][OH:11])[N:6]=[CH:5][C:4]=2[CH2:3][O:2]1. The catalyst class is: 485. (3) Reactant: [Cl:1][C:2]1[C:10]2[N:9]=[N:8][N:7]([CH2:11][CH:12]3[CH2:14][CH2:13]3)[C:6]=2[CH:5]=[CH:4][C:3]=1[C:15]1[CH:20]=[CH:19][C:18]([CH2:21][OH:22])=[CH:17][CH:16]=1.C(OI(OC(=O)C)C1C=CC=CC=1)(=O)C. The catalyst class is: 4. Product: [Cl:1][C:2]1[C:10]2[N:9]=[N:8][N:7]([CH2:11][CH:12]3[CH2:14][CH2:13]3)[C:6]=2[CH:5]=[CH:4][C:3]=1[C:15]1[CH:16]=[CH:17][C:18]([CH:21]=[O:22])=[CH:19][CH:20]=1. (4) Reactant: C(O[C:4]([C:6]1[C:11]([NH:12][C:13](=[O:24])[CH2:14][C:15]2[C:20]([F:21])=[CH:19][C:18]([F:22])=[CH:17][C:16]=2[F:23])=[C:10](CC)[CH:9]=[CH:8][N:7]=1)=[O:5])C.C(=O)([O-])[O-].[K+].[K+]. Product: [F:21][C:20]1[CH:19]=[C:18]([F:22])[CH:17]=[C:16]([F:23])[C:15]=1[CH:14]1[C:4](=[O:5])[C:6]2[C:11](=[CH:10][CH:9]=[CH:8][N:7]=2)[NH:12][C:13]1=[O:24]. The catalyst class is: 18. (5) Reactant: Br[C:2]1[CH:3]=[C:4]([NH2:14])[CH:5]=[N:6][C:7]=1[O:8][CH2:9][CH2:10][N:11]([CH3:13])[CH3:12].[CH3:15][O:16][C:17]1[N:22]=[CH:21][C:20](B(O)O)=[CH:19][N:18]=1.C(=O)([O-])[O-].[Na+].[Na+]. Product: [CH3:12][N:11]([CH3:13])[CH2:10][CH2:9][O:8][C:7]1[N:6]=[CH:5][C:4]([NH2:14])=[CH:3][C:2]=1[C:20]1[CH:19]=[N:18][C:17]([O:16][CH3:15])=[N:22][CH:21]=1. The catalyst class is: 564. (6) Reactant: [CH:1]1([N:4]([CH2:47][CH2:48][CH2:49][CH2:50][C:51]([O:53]C)=[O:52])[S:5]([C:8]2[CH:9]=[C:10]([CH:44]=[CH:45][CH:46]=2)[C:11]([NH:13][C:14]2[S:15][C:16]3[CH2:43][CH2:42][CH2:41][CH2:40][C:17]=3[C:18]=2[C:19]([NH:21][C:22]2[CH:27]=[CH:26][C:25]([CH2:28][CH2:29][C:30]3[CH:39]=[CH:38][C:33]([C:34]([O:36]C)=[O:35])=[CH:32][CH:31]=3)=[CH:24][CH:23]=2)=[O:20])=[O:12])(=[O:7])=[O:6])[CH2:3][CH2:2]1.[OH-].[Na+]. Product: [C:51]([CH2:50][CH2:49][CH2:48][CH2:47][N:4]([CH:1]1[CH2:2][CH2:3]1)[S:5]([C:8]1[CH:9]=[C:10]([CH:44]=[CH:45][CH:46]=1)[C:11]([NH:13][C:14]1[S:15][C:16]2[CH2:43][CH2:42][CH2:41][CH2:40][C:17]=2[C:18]=1[C:19]([NH:21][C:22]1[CH:27]=[CH:26][C:25]([CH2:28][CH2:29][C:30]2[CH:31]=[CH:32][C:33]([C:34]([OH:36])=[O:35])=[CH:38][CH:39]=2)=[CH:24][CH:23]=1)=[O:20])=[O:12])(=[O:6])=[O:7])([OH:53])=[O:52]. The catalyst class is: 8. (7) Reactant: [F:1][C:2]([F:26])([F:25])[C:3]1[CH:24]=[CH:23][CH:22]=[CH:21][C:4]=1[CH2:5][O:6][CH:7]1[CH2:10][N:9]([C:11]2[N:16]=[N:15][C:14]([C:17]([O:19]C)=O)=[CH:13][CH:12]=2)[CH2:8]1.[NH2:27][NH2:28]. Product: [F:26][C:2]([F:1])([F:25])[C:3]1[CH:24]=[CH:23][CH:22]=[CH:21][C:4]=1[CH2:5][O:6][CH:7]1[CH2:10][N:9]([C:11]2[N:16]=[N:15][C:14]([C:17]([NH:27][NH2:28])=[O:19])=[CH:13][CH:12]=2)[CH2:8]1. The catalyst class is: 8. (8) Reactant: [CH3:1][N:2]([C@@H:12]([C:19]1[CH:24]=[CH:23][CH:22]=[C:21]([N+:25]([O-])=O)[CH:20]=1)[CH2:13][N:14]1[CH2:18][CH2:17][CH2:16][CH2:15]1)[C:3](=[O:11])[CH2:4][C:5]1[CH:10]=[CH:9][CH:8]=[CH:7][N:6]=1.O.NN. Product: [NH2:25][C:21]1[CH:20]=[C:19]([C@H:12]([N:2]([CH3:1])[C:3](=[O:11])[CH2:4][C:5]2[CH:10]=[CH:9][CH:8]=[CH:7][N:6]=2)[CH2:13][N:14]2[CH2:15][CH2:16][CH2:17][CH2:18]2)[CH:24]=[CH:23][CH:22]=1. The catalyst class is: 171.